Dataset: Forward reaction prediction with 1.9M reactions from USPTO patents (1976-2016). Task: Predict the product of the given reaction. (1) The product is: [O:8]1[C:9]2[C:4](=[CH:3][C:2]([CH:19]=[O:20])=[CH:11][CH:10]=2)[CH2:5][CH2:6][CH2:7]1. Given the reactants I[C:2]1[CH:3]=[C:4]2[C:9](=[CH:10][CH:11]=1)[O:8][CH2:7][CH2:6][CH2:5]2.[Li]CCCC.CN(C)[CH:19]=[O:20], predict the reaction product. (2) Given the reactants [CH2:1]([O:3][C:4]1[C:13]([O:14][CH3:15])=[CH:12][C:11]2[C:10]([C:16]3[CH:24]=[CH:23][C:19]([C:20](O)=[O:21])=[CH:18][CH:17]=3)=[N:9][C@@H:8]3[CH2:25][CH2:26][S:27][CH2:28][C@@H:7]3[C:6]=2[CH:5]=1)[CH3:2].[CH2:29]([C:31]1[N:35]=[C:34]([CH2:36][N:37]2[C:42]3[CH:43]=[C:44]([C:46]4[CH:51]=[CH:50][CH:49]=[CH:48][CH:47]=4)[S:45][C:41]=3[C:40](=[O:52])[N:39]([CH:53]3[CH2:58][CH2:57][NH:56][CH2:55][CH2:54]3)[C:38]2=[O:59])[O:33][N:32]=1)[CH3:30].C1C=CC2N(O)N=NC=2C=1.CCN=C=NCCCN(C)C, predict the reaction product. The product is: [CH2:1]([O:3][C:4]1[C:13]([O:14][CH3:15])=[CH:12][C:11]2[C:10]([C:16]3[CH:17]=[CH:18][C:19]([C:20]([N:56]4[CH2:57][CH2:58][CH:53]([N:39]5[C:40](=[O:52])[C:41]6[S:45][C:44]([C:46]7[CH:47]=[CH:48][CH:49]=[CH:50][CH:51]=7)=[CH:43][C:42]=6[N:37]([CH2:36][C:34]6[O:33][N:32]=[C:31]([CH2:29][CH3:30])[N:35]=6)[C:38]5=[O:59])[CH2:54][CH2:55]4)=[O:21])=[CH:23][CH:24]=3)=[N:9][C@@H:8]3[CH2:25][CH2:26][S:27][CH2:28][C@@H:7]3[C:6]=2[CH:5]=1)[CH3:2]. (3) Given the reactants [NH:1]1[CH2:6][CH2:5][NH:4][CH2:3][CH2:2]1.C([O-])([O-])=O.[K+].[K+].[F:13][C:14]1[CH:19]=[CH:18][C:17]([CH:20]([C:27]2[CH:32]=[CH:31][C:30]([F:33])=[CH:29][CH:28]=2)[O:21][CH2:22][CH2:23][CH2:24][CH2:25]Cl)=[CH:16][CH:15]=1.C(OCC)(=O)C, predict the reaction product. The product is: [F:13][C:14]1[CH:19]=[CH:18][C:17]([CH:20]([C:27]2[CH:28]=[CH:29][C:30]([F:33])=[CH:31][CH:32]=2)[O:21][CH:22]([N:1]2[CH2:6][CH2:5][NH:4][CH2:3][CH2:2]2)[CH2:23][CH2:24][CH3:25])=[CH:16][CH:15]=1. (4) Given the reactants [Br:1][C:2]1[CH:3]=[C:4]2[C:8](=[CH:9][CH:10]=1)[NH:7][CH2:6][C:5]2([CH3:12])[CH3:11].C(N(CC)CC)C.Cl[S:21]([C:24]1[CH:36]=[CH:35][C:27]([O:28][CH2:29][C:30]([O:32][CH2:33][CH3:34])=[O:31])=[C:26]([CH3:37])[CH:25]=1)(=[O:23])=[O:22].O, predict the reaction product. The product is: [Br:1][C:2]1[CH:3]=[C:4]2[C:8](=[CH:9][CH:10]=1)[N:7]([S:21]([C:24]1[CH:36]=[CH:35][C:27]([O:28][CH2:29][C:30]([O:32][CH2:33][CH3:34])=[O:31])=[C:26]([CH3:37])[CH:25]=1)(=[O:23])=[O:22])[CH2:6][C:5]2([CH3:12])[CH3:11]. (5) Given the reactants [Br-].[CH2:2]([N+:6]1([CH3:11])[CH2:10][CH2:9][CH2:8][CH2:7]1)[CH2:3][CH2:4][CH3:5].[N-:12]([S:20]([C:23]([F:26])([F:25])[F:24])(=[O:22])=[O:21])[S:13]([C:16]([F:19])([F:18])[F:17])(=[O:15])=[O:14].[Li+], predict the reaction product. The product is: [F:26][C:23]([F:24])([F:25])[S:20]([N-:12][S:13]([C:16]([F:17])([F:18])[F:19])(=[O:14])=[O:15])(=[O:21])=[O:22].[CH2:2]([N+:6]1([CH3:11])[CH2:10][CH2:9][CH2:8][CH2:7]1)[CH2:3][CH2:4][CH3:5]. (6) Given the reactants [Br:1][C:2]1[CH:3]=[C:4]([CH:23]=[CH:24][C:25]=1[O:26][CH3:27])[NH:5][CH:6]=[C:7]([C:21]#[N:22])[C:8]([NH:10][C:11]1[CH:16]=[C:15]([O:17][CH3:18])[C:14]([Cl:19])=[CH:13][C:12]=1[Cl:20])=O.P(Cl)(Cl)(Cl)=O, predict the reaction product. The product is: [Br:1][C:2]1[CH:3]=[C:4]2[C:23]([C:8]([NH:10][C:11]3[CH:16]=[C:15]([O:17][CH3:18])[C:14]([Cl:19])=[CH:13][C:12]=3[Cl:20])=[C:7]([C:21]#[N:22])[CH:6]=[N:5]2)=[CH:24][C:25]=1[O:26][CH3:27]. (7) Given the reactants [CH2:1]([N:8]([CH:23]1[C:32]2[C:27](=[CH:28][CH:29]=[CH:30][CH:31]=2)[O:26][CH2:25][CH:24]1[CH2:33][C:34]1[CH:39]=[CH:38][CH:37]=[CH:36][CH:35]=1)[C:9](=[O:22])[CH2:10][N:11]1C(=O)C2C(=CC=CC=2)C1=O)[C:2]1[CH:7]=[CH:6][CH:5]=[CH:4][CH:3]=1.O.NN, predict the reaction product. The product is: [NH2:11][CH2:10][C:9]([N:8]([CH2:1][C:2]1[CH:7]=[CH:6][CH:5]=[CH:4][CH:3]=1)[CH:23]1[C:32]2[C:27](=[CH:28][CH:29]=[CH:30][CH:31]=2)[O:26][CH2:25][CH:24]1[CH2:33][C:34]1[CH:35]=[CH:36][CH:37]=[CH:38][CH:39]=1)=[O:22].